From a dataset of Forward reaction prediction with 1.9M reactions from USPTO patents (1976-2016). Predict the product of the given reaction. (1) Given the reactants [CH2:1]([NH:8][C:9]([C:11]1[S:12][C:13]([C:17]#[N:18])=[CH:14][C:15]=1[CH3:16])=[O:10])[C:2]1[CH:7]=[CH:6][CH:5]=[CH:4][CH:3]=1.[C:19]1([CH2:25][C:26]([NH:28][NH2:29])=O)[CH:24]=[CH:23][CH:22]=[CH:21][CH:20]=1.C(=O)([O-])[O-].[K+].[K+], predict the reaction product. The product is: [CH2:1]([NH:8][C:9]([C:11]1[S:12][C:13]([C:17]2[N:18]=[C:26]([CH2:25][C:19]3[CH:24]=[CH:23][CH:22]=[CH:21][CH:20]=3)[NH:28][N:29]=2)=[CH:14][C:15]=1[CH3:16])=[O:10])[C:2]1[CH:7]=[CH:6][CH:5]=[CH:4][CH:3]=1. (2) Given the reactants [F:1][CH:2]1[CH:7]([NH:8][C:9]2[C:14]([NH:15][C:16](=O)[C@H:17]([OH:19])[CH3:18])=[CH:13][N:12]=[C:11]3[CH:21]=[CH:22][S:23][C:10]=23)[CH2:6][CH2:5][N:4]([C:24]([O:26][C:27]([CH3:30])([CH3:29])[CH3:28])=[O:25])[CH2:3]1, predict the reaction product. The product is: [F:1][CH:2]1[CH:7]([N:8]2[C:9]3=[C:10]4[S:23][CH:22]=[CH:21][C:11]4=[N:12][CH:13]=[C:14]3[N:15]=[C:16]2[C@H:17]([OH:19])[CH3:18])[CH2:6][CH2:5][N:4]([C:24]([O:26][C:27]([CH3:30])([CH3:29])[CH3:28])=[O:25])[CH2:3]1. (3) Given the reactants [NH2:1][C:2]1[CH:15]=[CH:14][CH:13]=[CH:12][C:3]=1[C:4]([N:6]([CH2:8][CH2:9][C:10]#[N:11])[CH3:7])=[O:5].[Cl:16][C:17]1[N:22]=[C:21](Cl)[C:20]([Cl:24])=[CH:19][N:18]=1.C(=O)([O-])[O-].[K+].[K+], predict the reaction product. The product is: [C:10]([CH2:9][CH2:8][N:6]([CH3:7])[C:4](=[O:5])[C:3]1[CH:12]=[CH:13][CH:14]=[CH:15][C:2]=1[NH:1][C:19]1[C:20]([Cl:24])=[CH:21][N:22]=[C:17]([Cl:16])[N:18]=1)#[N:11]. (4) Given the reactants [CH3:1][O:2][C:3]1[CH:56]=[CH:55][CH:54]=[CH:53][C:4]=1[CH2:5][O:6][CH2:7][CH2:8][CH2:9][O:10][C:11]1[CH:16]=[CH:15][C:14]([CH:17]2[CH2:22][CH2:21][N:20]([C:23]([O:25][C:26]([CH3:29])([CH3:28])[CH3:27])=[O:24])[CH2:19][CH:18]2[O:30][CH2:31][CH2:32][O:33][C:34]2[CH:39]=[CH:38][CH:37]=[CH:36][C:35]=2[CH2:40][CH2:41]OS(C2C=CC(C)=CC=2)(=O)=O)=[CH:13][CH:12]=1.[O:57]1[CH2:61][CH2:60][NH:59][C:58]1=[O:62], predict the reaction product. The product is: [CH3:1][O:2][C:3]1[CH:56]=[CH:55][CH:54]=[CH:53][C:4]=1[CH2:5][O:6][CH2:7][CH2:8][CH2:9][O:10][C:11]1[CH:12]=[CH:13][C:14]([CH:17]2[CH2:22][CH2:21][N:20]([C:23]([O:25][C:26]([CH3:29])([CH3:27])[CH3:28])=[O:24])[CH2:19][CH:18]2[O:30][CH2:31][CH2:32][O:33][C:34]2[CH:39]=[CH:38][CH:37]=[CH:36][C:35]=2[CH2:40][CH2:41][N:59]2[CH2:60][CH2:61][O:57][C:58]2=[O:62])=[CH:15][CH:16]=1. (5) Given the reactants NCC(O)CO.CC(OC(OC(OC(C)(C)C)=O)=O)(C)C.[OH-].[Na+].Cl.[C:25]([NH:32][CH2:33][CH:34]([OH:37])CO)([O:27][C:28]([CH3:31])([CH3:30])[CH3:29])=[O:26].I([O-])(=O)(=O)=O.[K+], predict the reaction product. The product is: [C:25]([NH:32][CH2:33][CH:34]=[O:37])([O:27][C:28]([CH3:29])([CH3:30])[CH3:31])=[O:26].